From a dataset of Full USPTO retrosynthesis dataset with 1.9M reactions from patents (1976-2016). Predict the reactants needed to synthesize the given product. The reactants are: [CH3:1][CH2:2][O:3][C:4]([C@@H:6]([OH:8])[CH3:7])=[O:5].C(N(CC)CC)C.[CH3:16][S:17](Cl)(=[O:19])=[O:18]. Given the product [CH3:16][S:17]([O:8][C@@H:6]([CH3:7])[C:4]([O:3][CH2:2][CH3:1])=[O:5])(=[O:19])=[O:18], predict the reactants needed to synthesize it.